Dataset: Reaction yield outcomes from USPTO patents with 853,638 reactions. Task: Predict the reaction yield, written as a fraction of the theoretical maximum amount of product (1.0 means a 100% yield; for example, 0.34 means a 34% yield). (1) The reactants are [S:1]1[C:9]2[CH2:8][CH2:7][NH:6][CH2:5][C:4]=2[CH:3]=[CH:2]1.[CH2:10]([O:12][C:13](=[O:29])[C:14]([CH3:28])([CH3:27])[CH2:15][CH2:16][CH2:17][CH:18](Br)[C:19]1[CH:24]=[CH:23][CH:22]=[CH:21][C:20]=1[Cl:25])[CH3:11].C(=O)([O-])[O-].[K+].[K+].O. The catalyst is CN(C=O)C. The product is [CH2:10]([O:12][C:13](=[O:29])[C:14]([CH3:28])([CH3:27])[CH2:15][CH2:16][CH2:17][CH:18]([C:19]1[CH:24]=[CH:23][CH:22]=[CH:21][C:20]=1[Cl:25])[N:6]1[CH2:7][CH2:8][C:9]2[S:1][CH:2]=[CH:3][C:4]=2[CH2:5]1)[CH3:11]. The yield is 0.420. (2) The reactants are C([NH:4][C:5]([CH2:16][C:17]1[C:22]([N+:23]([O-:25])=[O:24])=[CH:21][CH:20]=[CH:19][C:18]=1[CH3:26])(C(OCC)=O)[C:6]([O:8]CC)=[O:7])(=O)C.[ClH:27]. No catalyst specified. The product is [ClH:27].[CH3:26][C:18]1[CH:19]=[CH:20][CH:21]=[C:22]([N+:23]([O-:25])=[O:24])[C:17]=1[CH2:16][C@@H:5]([C:6]([OH:8])=[O:7])[NH2:4]. The yield is 0.840. (3) The reactants are C(NC(C)C)(C)C.C([Li])CCC.[CH3:13][O:14][C:15](=[O:26])[CH2:16][C:17]1[CH:22]=[CH:21][C:20]([S:23][CH3:24])=[C:19]([Br:25])[CH:18]=1.I[CH2:28][CH:29]1[CH2:33][CH2:32][CH2:31][CH2:30]1. The catalyst is O1CCCC1.CN1CCCN(C)C1=O. The product is [CH3:13][O:14][C:15](=[O:26])[CH:16]([C:17]1[CH:22]=[CH:21][C:20]([S:23][CH3:24])=[C:19]([Br:25])[CH:18]=1)[CH2:28][CH:29]1[CH2:33][CH2:32][CH2:31][CH2:30]1. The yield is 0.570. (4) The reactants are [CH2:1]([NH:3][S:4]([C:7]1[C:12]([Cl:13])=[CH:11][CH:10]=[C:9]([N+:14]([O-])=O)[C:8]=1[OH:17])(=[O:6])=[O:5])[CH3:2].[H][H]. The catalyst is [Pd]. The product is [CH2:1]([NH:3][S:4]([C:7]1[C:12]([Cl:13])=[CH:11][CH:10]=[C:9]([NH2:14])[C:8]=1[OH:17])(=[O:5])=[O:6])[CH3:2]. The yield is 0.820. (5) The yield is 0.250. The reactants are Cl.[NH2:2][CH2:3][CH2:4][NH:5][C:6](=[O:19])[C:7]1[CH:12]=[CH:11][C:10]([O:13][CH2:14][C:15]([F:18])([F:17])[F:16])=[N:9][CH:8]=1.[CH3:20][N:21]1[C:29]2[C:24](=[CH:25][CH:26]=[CH:27][CH:28]=2)[C:23]([C:30](O)=[O:31])=[CH:22]1.CCN=C=NCCCN(C)C.Cl.C1C=CC2N(O)N=NC=2C=1.O.C(N(CC)CC)C. The product is [CH3:20][N:21]1[C:29]2[C:24](=[CH:25][CH:26]=[CH:27][CH:28]=2)[C:23]([C:30]([NH:2][CH2:3][CH2:4][NH:5][C:6](=[O:19])[C:7]2[CH:12]=[CH:11][C:10]([O:13][CH2:14][C:15]([F:16])([F:17])[F:18])=[N:9][CH:8]=2)=[O:31])=[CH:22]1. The catalyst is C(Cl)Cl.CN(C=O)C. (6) The reactants are C([C:5]1[C:6]([CH3:24])=[N+:7]([O-])[C:8]2[N:9]([C:16]([O:18][C:19]([CH3:22])([CH3:21])[CH3:20])=[O:17])[CH:10]([CH3:15])[CH2:11][CH2:12][C:13]=2[CH:14]=1)(C)(C)C.[C:25]([O:28]C(=O)C)(=[O:27])[CH3:26]. No catalyst specified. The product is [C:19]([O:18][C:16]([N:9]1[C:8]2[C:13](=[CH:14][CH:5]=[C:6]([CH2:24][O:28][C:25](=[O:27])[CH3:26])[N:7]=2)[CH2:12][CH2:11][CH:10]1[CH3:15])=[O:17])([CH3:22])([CH3:20])[CH3:21]. The yield is 0.810.